The task is: Predict the reactants needed to synthesize the given product.. This data is from Full USPTO retrosynthesis dataset with 1.9M reactions from patents (1976-2016). (1) Given the product [F:1][C:2]1[CH:3]=[C:4]([CH:5]=[C:6]([F:19])[C:7]=1[O:8][C:9]1[CH:14]=[CH:13][CH:12]=[C:11]([C:15]([F:17])([F:18])[F:16])[CH:10]=1)[CH2:20][O:21][C:23]1[CH:34]=[C:27]2[N:28]([CH3:33])[C@@H:29]([CH3:32])[CH2:30][CH2:31][N:26]2[C:25](=[O:35])[N:24]=1, predict the reactants needed to synthesize it. The reactants are: [F:1][C:2]1[CH:3]=[C:4]([CH2:20][OH:21])[CH:5]=[C:6]([F:19])[C:7]=1[O:8][C:9]1[CH:14]=[CH:13][CH:12]=[C:11]([C:15]([F:18])([F:17])[F:16])[CH:10]=1.Cl[C:23]1[CH:34]=[C:27]2[N:28]([CH3:33])[C@@H:29]([CH3:32])[CH2:30][CH2:31][N:26]2[C:25](=[O:35])[N:24]=1. (2) The reactants are: Br[C:2]1[CH:7]=[CH:6][C:5]([Cl:8])=[C:4]([Cl:9])[CH:3]=1.[Li]CCCC.[CH3:15][N:16]1[CH:20]2[CH2:21][C:22]([CH2:24][CH:17]1[CH2:18][CH2:19]2)=[O:23].[OH-].[Na+]. Given the product [Cl:9][C:4]1[CH:3]=[C:2]([C:22]2([OH:23])[CH2:21][CH:20]3[N:16]([CH3:15])[CH:17]([CH2:18][CH2:19]3)[CH2:24]2)[CH:7]=[CH:6][C:5]=1[Cl:8], predict the reactants needed to synthesize it. (3) Given the product [C:1]([C@@H:5]1[NH:26][C:25](=[O:27])[O:24][CH2:23][CH2:22][CH2:21][CH2:20][CH2:19][CH:18]=[CH:17][C:16]2[CH:28]=[CH:29][CH:30]=[CH:31][C:15]=2[CH2:14][CH2:13][C:12](=[O:32])[NH:11][C@H:10]2[CH2:33][N:7]([C@H:8]([C:34]([NH:36][C@:37]3([C:42]([NH:44][S:45]([CH:48]4[CH2:50][CH2:49]4)(=[O:47])=[O:46])=[O:43])[CH2:39][C@H:38]3[CH2:40][CH3:41])=[O:35])[CH2:9]2)[C:6]1=[O:51])([CH3:2])([CH3:3])[CH3:4], predict the reactants needed to synthesize it. The reactants are: [C:1]([C@@H:5]1[NH:26][C:25](=[O:27])[O:24][CH2:23][CH2:22][CH2:21][CH2:20][CH2:19][CH:18]=[CH:17][C:16]2[CH:28]=[CH:29][CH:30]=[CH:31][C:15]=2[CH2:14][CH2:13][C:12](=[O:32])[NH:11][C@H:10]2[CH2:33][N:7]([C@H:8]([C:34]([NH:36][C@:37]3([C:42]([NH:44][S:45]([CH:48]4[CH2:50][CH2:49]4)(=[O:47])=[O:46])=[O:43])[CH2:39][C@H:38]3[CH:40]=[CH2:41])=[O:35])[CH2:9]2)[C:6]1=[O:51])([CH3:4])([CH3:3])[CH3:2].Cl.N[C@]1(C(NS(C2CC2)(=O)=O)=O)C[C@H]1CC. (4) Given the product [Cl:57][C:58]1[S:62][C:61]([C:63]2[N:67]([CH2:68][C:69]3[CH:74]=[CH:73][CH:72]=[CH:71][C:70]=3[F:75])[C:66](=[O:76])[N:65]([CH2:77][C:78]3[N:80]=[C:43]([CH2:42][C:38]4[CH:39]=[CH:40][CH:41]=[C:36]([C:35]([F:34])([F:47])[F:46])[CH:37]=4)[O:45][N:79]=3)[N:64]=2)=[CH:60][CH:59]=1, predict the reactants needed to synthesize it. The reactants are: F[P-](F)(F)(F)(F)F.N1(O[P+](N2CCCC2)(N2CCCC2)N2CCCC2)C2C=CC=CC=2N=N1.[F:34][C:35]([F:47])([F:46])[C:36]1[CH:37]=[C:38]([CH2:42][C:43]([OH:45])=O)[CH:39]=[CH:40][CH:41]=1.C(N(CC)C(C)C)(C)C.[Cl:57][C:58]1[S:62][C:61]([C:63]2[N:67]([CH2:68][C:69]3[CH:74]=[CH:73][CH:72]=[CH:71][C:70]=3[F:75])[C:66](=[O:76])[N:65]([CH2:77]/[C:78](=[N:80]/O)/[NH2:79])[N:64]=2)=[CH:60][CH:59]=1. (5) The reactants are: [NH2:1][C@H:2]1[C:11]2[C:6](=[CH:7][N:8]=[CH:9][CH:10]=2)[N:5]([C:12](=[O:14])[CH3:13])[C@@H:4]([CH2:15][CH2:16][CH3:17])[C@@H:3]1[CH3:18].CN([C:22]1[C:27]([C:22]2[C:27](P(C3CCCCC3)C3CCCCC3)=[CH:26][CH:25]=[CH:24][CH:23]=2)=[CH:26][CH:25]=[CH:24][CH:23]=1)C.CC(C)([O-])C.[Na+].BrC1C=CC=CC=1. Given the product [CH3:18][C@@H:3]1[C@@H:2]([NH:1][C:22]2[CH:27]=[CH:26][CH:25]=[CH:24][CH:23]=2)[C:11]2[C:6](=[CH:7][N:8]=[CH:9][CH:10]=2)[N:5]([C:12](=[O:14])[CH3:13])[C@H:4]1[CH2:15][CH2:16][CH3:17], predict the reactants needed to synthesize it. (6) Given the product [CH2:1]([O:5][C:6]1[CH:10]=[C:9]([CH2:11][CH2:12][S:13]([NH:16][C:36](=[O:37])[O:38][CH2:39][CH2:40][CH3:41])(=[O:14])=[O:15])[N:8]([CH2:17][C:18]2[CH:23]=[CH:22][C:21]([Cl:24])=[CH:20][C:19]=2[Cl:25])[N:7]=1)[CH2:2][CH2:3][CH3:4], predict the reactants needed to synthesize it. The reactants are: [CH2:1]([O:5][C:6]1[CH:10]=[C:9]([CH2:11][CH2:12][S:13]([NH2:16])(=[O:15])=[O:14])[N:8]([CH2:17][C:18]2[CH:23]=[CH:22][C:21]([Cl:24])=[CH:20][C:19]=2[Cl:25])[N:7]=1)[CH2:2][CH2:3][CH3:4].C(N(CC)C(C)C)(C)C.Cl[C:36]([O:38][CH2:39][CH2:40][CH3:41])=[O:37]. (7) Given the product [NH2:21][C:20]1[C:13]([NH:12][CH2:11][C@@H:8]2[CH2:9][CH2:10][N:6]([C:4]([CH:1]3[CH2:2][CH2:3]3)=[O:5])[CH2:7]2)=[C:14]([CH:17]=[CH:18][CH:19]=1)[C:15]#[N:16], predict the reactants needed to synthesize it. The reactants are: [CH:1]1([C:4]([N:6]2[CH2:10][CH2:9][C@@H:8]([CH2:11][NH:12][C:13]3[C:20]([N+:21]([O-])=O)=[CH:19][CH:18]=[CH:17][C:14]=3[C:15]#[N:16])[CH2:7]2)=[O:5])[CH2:3][CH2:2]1.